Dataset: Peptide-MHC class I binding affinity with 185,985 pairs from IEDB/IMGT. Task: Regression. Given a peptide amino acid sequence and an MHC pseudo amino acid sequence, predict their binding affinity value. This is MHC class I binding data. The peptide sequence is AVFKDSFLGK. The MHC is HLA-A11:01 with pseudo-sequence HLA-A11:01. The binding affinity (normalized) is 0.679.